This data is from Full USPTO retrosynthesis dataset with 1.9M reactions from patents (1976-2016). The task is: Predict the reactants needed to synthesize the given product. The reactants are: [CH:1]1([C:4]2[C:9]([CH:10](O)[CH3:11])=[CH:8][N:7]=[C:6]([C:13]3[CH:18]=[CH:17][C:16]([C:19]([F:22])([F:21])[F:20])=[CH:15][CH:14]=3)[N:5]=2)[CH2:3][CH2:2]1.S(Cl)([Cl:25])=O. Given the product [Cl:25][CH:10]([C:9]1[C:4]([CH:1]2[CH2:2][CH2:3]2)=[N:5][C:6]([C:13]2[CH:14]=[CH:15][C:16]([C:19]([F:22])([F:21])[F:20])=[CH:17][CH:18]=2)=[N:7][CH:8]=1)[CH3:11], predict the reactants needed to synthesize it.